This data is from Full USPTO retrosynthesis dataset with 1.9M reactions from patents (1976-2016). The task is: Predict the reactants needed to synthesize the given product. Given the product [CH3:20][CH2:21][CH:22]([NH:29][CH2:2][CH2:3][CH2:4][O:5][C:6]1[CH:19]=[CH:18][C:9]([C:10]([C:12]2[CH:17]=[CH:16][CH:15]=[CH:14][CH:13]=2)=[O:11])=[CH:8][CH:7]=1)[CH2:23][CH2:24][CH3:25], predict the reactants needed to synthesize it. The reactants are: Cl[CH2:2][CH2:3][CH2:4][O:5][C:6]1[CH:19]=[CH:18][C:9]([C:10]([C:12]2[CH:17]=[CH:16][CH:15]=[CH:14][CH:13]=2)=[O:11])=[CH:8][CH:7]=1.[CH2:20](N)[CH2:21][CH2:22][CH2:23][CH2:24][CH3:25].C(#[N:29])C.